Predict which catalyst facilitates the given reaction. From a dataset of Catalyst prediction with 721,799 reactions and 888 catalyst types from USPTO. (1) Reactant: C[O:2][C:3]([C:5]1([CH3:18])[CH2:10][CH2:9][N:8]([C:11]([O:13][C:14]([CH3:17])([CH3:16])[CH3:15])=[O:12])[CH2:7][CH2:6]1)=O.[H-].[Al+3].[Li+].[H-].[H-].[H-]. Product: [C:14]([O:13][C:11]([N:8]1[CH2:9][CH2:10][C:5]([CH2:3][OH:2])([CH3:18])[CH2:6][CH2:7]1)=[O:12])([CH3:17])([CH3:16])[CH3:15]. The catalyst class is: 1. (2) Reactant: [CH3:1][O:2][C:3](=[O:7])[C@H:4]([OH:6])[CH3:5].C(N(CC)CC)C.[Si:15](Cl)([C:28]([CH3:31])([CH3:30])[CH3:29])([C:22]1[CH:27]=[CH:26][CH:25]=[CH:24][CH:23]=1)[C:16]1[CH:21]=[CH:20][CH:19]=[CH:18][CH:17]=1. Product: [Si:15]([O:6][C@H:4]([CH3:5])[C:3]([O:2][CH3:1])=[O:7])([C:28]([CH3:31])([CH3:30])[CH3:29])([C:22]1[CH:23]=[CH:24][CH:25]=[CH:26][CH:27]=1)[C:16]1[CH:21]=[CH:20][CH:19]=[CH:18][CH:17]=1. The catalyst class is: 765. (3) Reactant: [F:1][C:2]([F:47])([F:46])[C:3]1[CH:4]=[C:5]([CH:39]=[C:40]([C:42]([F:45])([F:44])[F:43])[CH:41]=1)[C:6]([N:8]1[CH2:13][CH2:12][N:11](C(OCC2C=CC=CC=2)=O)[CH2:10][CH:9]1[CH2:24][C:25]1[CH:30]=[CH:29][C:28]([CH3:31])=[C:27]([O:32][CH2:33][O:34][CH2:35][CH2:36][O:37][CH3:38])[CH:26]=1)=[O:7]. Product: [F:47][C:2]([F:1])([F:46])[C:3]1[CH:4]=[C:5]([CH:39]=[C:40]([C:42]([F:43])([F:44])[F:45])[CH:41]=1)[C:6]([N:8]1[CH2:13][CH2:12][NH:11][CH2:10][CH:9]1[CH2:24][C:25]1[CH:30]=[CH:29][C:28]([CH3:31])=[C:27]([O:32][CH2:33][O:34][CH2:35][CH2:36][O:37][CH3:38])[CH:26]=1)=[O:7]. The catalyst class is: 129. (4) Reactant: [OH:1][CH2:2][C:3]1[O:4][C:5]2[CH:11]=[CH:10][C:9]([NH:12][CH2:13][CH2:14][N:15](C)[C:16](=O)OC(C)(C)C)=[CH:8][C:6]=2[CH:7]=1. Product: [CH3:16][NH:15][CH2:14][CH2:13][NH:12][C:9]1[CH:10]=[CH:11][C:5]2[O:4][C:3]([CH2:2][OH:1])=[CH:7][C:6]=2[CH:8]=1. The catalyst class is: 89. (5) Reactant: [N:1]1([C:8]2[C:13]([CH2:14][NH:15][C:16]3[N:20]([C:21]4[CH:26]=[CH:25][CH:24]=[C:23]([Cl:27])[C:22]=4[Cl:28])[CH:19]=[N:18][N:17]=3)=[CH:12][CH:11]=[CH:10][N:9]=2)[CH2:7][CH2:6][CH2:5][NH:4][CH2:3][CH2:2]1.C(=O)([O-])[O-].[K+].[K+].Br[CH2:36][C:37]([NH2:39])=[O:38]. Product: [Cl:28][C:22]1[C:23]([Cl:27])=[CH:24][CH:25]=[CH:26][C:21]=1[N:20]1[CH:19]=[N:18][N:17]=[C:16]1[NH:15][CH2:14][C:13]1[C:8]([N:1]2[CH2:7][CH2:6][CH2:5][N:4]([CH2:36][C:37]([NH2:39])=[O:38])[CH2:3][CH2:2]2)=[N:9][CH:10]=[CH:11][CH:12]=1. The catalyst class is: 9. (6) Reactant: [Si]([O:18][CH2:19][C:20]1[N:25]=[C:24]([CH2:26][C:27]([CH3:30])([CH3:29])[CH3:28])[C:23]([C:31]2[CH:36]=[C:35]([O:37][CH3:38])[CH:34]=[CH:33][C:32]=2[F:39])=[CH:22][CH:21]=1)(C(C)(C)C)(C1C=CC=CC=1)C1C=CC=CC=1.[F-].C([N+](CCCC)(CCCC)CCCC)CCC.O. Product: [F:39][C:32]1[CH:33]=[CH:34][C:35]([O:37][CH3:38])=[CH:36][C:31]=1[C:23]1[CH:22]=[CH:21][C:20]([CH2:19][OH:18])=[N:25][C:24]=1[CH2:26][C:27]([CH3:28])([CH3:30])[CH3:29]. The catalyst class is: 1. (7) Product: [C:13]1([C:19]2[O:23][C:22]([CH:24]3[CH2:25][CH2:26][N:27]([C:5](=[O:11])[N:50]([OH:51])[CH3:49])[CH2:28][CH2:29]3)=[N:21][C:20]=2[C:30]2[CH:31]=[CH:32][C:33]([C:36]([F:38])([F:37])[F:39])=[CH:34][CH:35]=2)[CH:18]=[CH:17][CH:16]=[CH:15][CH:14]=1. The catalyst class is: 4. Reactant: ClC(Cl)(O[C:5](=[O:11])OC(Cl)(Cl)Cl)Cl.[C:13]1([C:19]2[O:23][C:22]([CH:24]3[CH2:29][CH2:28][NH:27][CH2:26][CH2:25]3)=[N:21][C:20]=2[C:30]2[CH:35]=[CH:34][C:33]([C:36]([F:39])([F:38])[F:37])=[CH:32][CH:31]=2)[CH:18]=[CH:17][CH:16]=[CH:15][CH:14]=1.C(N(CC)CC)C.Cl.Cl.[CH3:49][NH:50][OH:51]. (8) The catalyst class is: 336. Product: [C:25]([OH:32])(=[O:31])/[CH:26]=[CH:27]/[C:28]([OH:30])=[O:29].[N+:1]([C:4]1[CH:9]=[CH:8][C:7]([C:10]2[CH:11]=[CH:12][C:13]([O:16][CH:17]3[CH:22]4[CH2:23][CH2:24][N:19]([CH2:20][CH2:21]4)[CH2:18]3)=[CH:14][CH:15]=2)=[CH:6][CH:5]=1)([O-:3])=[O:2].[N+:1]([C:4]1[CH:9]=[CH:8][C:7]([C:10]2[CH:11]=[CH:12][C:13]([O:16][CH:17]3[CH:22]4[CH2:23][CH2:24][N:19]([CH2:20][CH2:21]4)[CH2:18]3)=[CH:14][CH:15]=2)=[CH:6][CH:5]=1)([O-:3])=[O:2]. Reactant: [N+:1]([C:4]1[CH:9]=[CH:8][C:7]([C:10]2[CH:15]=[CH:14][C:13]([O:16][CH:17]3[CH:22]4[CH2:23][CH2:24][N:19]([CH2:20][CH2:21]4)[CH2:18]3)=[CH:12][CH:11]=2)=[CH:6][CH:5]=1)([O-:3])=[O:2].[C:25]([OH:32])(=[O:31])/[CH:26]=[CH:27]/[C:28]([OH:30])=[O:29]. (9) Reactant: [C:1]([O:7][CH2:8][CH3:9])(=[O:6])[CH2:2][C:3]([CH3:5])=[O:4].[O-]CC.[Na+].C(O)C.[CH2:17]([O:24][C@@H:25]([CH3:31])[CH2:26][C:27](=[O:30])[CH2:28]Br)[C:18]1[CH:23]=[CH:22][CH:21]=[CH:20][CH:19]=1. Product: [CH2:8]([O:7][C:1](=[O:6])[CH:2]([C:3](=[O:4])[CH3:5])[CH2:28][C:27](=[O:30])[CH2:26][C@@H:25]([O:24][CH2:17][C:18]1[CH:23]=[CH:22][CH:21]=[CH:20][CH:19]=1)[CH3:31])[CH3:9]. The catalyst class is: 8.